From a dataset of Reaction yield outcomes from USPTO patents with 853,638 reactions. Predict the reaction yield, written as a fraction of the theoretical maximum amount of product (1.0 means a 100% yield; for example, 0.34 means a 34% yield). (1) The reactants are [C:1]([C:4]1[CH:11]=[CH:10][C:7]([C:8]#[N:9])=[CH:6][CH:5]=1)(=[O:3])[CH3:2].CC[O-].[Na+].[C:16](OCC)(=[O:22])[C:17]([O:19][CH2:20][CH3:21])=[O:18]. The catalyst is CCO. The product is [C:8]([C:7]1[CH:10]=[CH:11][C:4]([C:1](=[O:3])[CH2:2][C:16](=[O:22])[C:17]([O:19][CH2:20][CH3:21])=[O:18])=[CH:5][CH:6]=1)#[N:9]. The yield is 0.740. (2) The reactants are C[O:2][C:3](=[O:37])[C:4]([O:7][C:8]1[CH:13]=[CH:12][C:11]([O:14][CH2:15][CH2:16][C:17]2[N:18]=[C:19]([C:25]3[CH:30]=[CH:29][C:28]([C:31]4[CH:36]=[CH:35][CH:34]=[CH:33][CH:32]=4)=[CH:27][CH:26]=3)[O:20][C:21]=2[CH2:22][CH2:23][CH3:24])=[CH:10][CH:9]=1)([CH3:6])[CH3:5].[OH-].[Na+]. The catalyst is C(O)C. The product is [C:28]1([C:31]2[CH:32]=[CH:33][CH:34]=[CH:35][CH:36]=2)[CH:27]=[CH:26][C:25]([C:19]2[O:20][C:21]([CH2:22][CH2:23][CH3:24])=[C:17]([CH2:16][CH2:15][O:14][C:11]3[CH:12]=[CH:13][C:8]([O:7][C:4]([CH3:5])([CH3:6])[C:3]([OH:37])=[O:2])=[CH:9][CH:10]=3)[N:18]=2)=[CH:30][CH:29]=1. The yield is 0.820. (3) The reactants are [C:1]([N:8]1[CH2:13][CH2:12][C:11](=O)[CH2:10][CH2:9]1)([O:3][C:4]([CH3:7])([CH3:6])[CH3:5])=[O:2].CN.[C:17]([BH3-])#[N:18].[Na+]. The catalyst is CO.ClCCl. The product is [C:4]([O:3][C:1]([N:8]1[CH2:13][CH2:12][CH:11]([NH:18][CH3:17])[CH2:10][CH2:9]1)=[O:2])([CH3:7])([CH3:6])[CH3:5]. The yield is 0.460. (4) The reactants are Br[C:2]1[S:3][C:4]([NH:12][C:13](=[O:22])[C:14]2[CH:19]=[CH:18][C:17]([O:20][CH3:21])=[CH:16][CH:15]=2)=[C:5]([C:7]([O:9][CH2:10][CH3:11])=[O:8])[N:6]=1.CC1(C)C2C(=C(P(C3C=CC=CC=3)C3C=CC=CC=3)C=CC=2)OC2C(P(C3C=CC=CC=3)C3C=CC=CC=3)=CC=CC1=2.C(=O)([O-])[O-].[Cs+].[Cs+].[NH2:71][C:72]1[CH:77]=[CH:76][N:75]=[CH:74][CH:73]=1. The catalyst is O1CCOCC1.C1C=CC(/C=C/C(/C=C/C2C=CC=CC=2)=O)=CC=1.C1C=CC(/C=C/C(/C=C/C2C=CC=CC=2)=O)=CC=1.C1C=CC(/C=C/C(/C=C/C2C=CC=CC=2)=O)=CC=1.[Pd].[Pd]. The product is [CH2:10]([O:9][C:7]([C:5]1[N:6]=[C:2]([NH:71][C:72]2[CH:77]=[CH:76][N:75]=[CH:74][CH:73]=2)[S:3][C:4]=1[NH:12][C:13](=[O:22])[C:14]1[CH:19]=[CH:18][C:17]([O:20][CH3:21])=[CH:16][CH:15]=1)=[O:8])[CH3:11]. The yield is 0.260. (5) The reactants are [O:1]1[CH:6]=[CH:5][CH2:4][CH2:3][CH2:2]1.C1(C)C=CC(S([O-])(=O)=O)=CC=1.[NH+]1C=CC=CC=1.[Br:24][C:25]1[CH:26]=[C:27]2[C:31](=[CH:32][CH:33]=1)[NH:30][N:29]=[CH:28]2.C(=O)([O-])O.[Na+]. The yield is 0.940. The catalyst is C(Cl)Cl. The product is [Br:24][C:25]1[CH:26]=[C:27]2[C:31](=[CH:32][CH:33]=1)[N:30]([CH:6]1[CH2:5][CH2:4][CH2:3][CH2:2][O:1]1)[N:29]=[CH:28]2.